From a dataset of Catalyst prediction with 721,799 reactions and 888 catalyst types from USPTO. Predict which catalyst facilitates the given reaction. (1) Reactant: [Cl:1][C:2]1[CH:3]=[C:4]2[C:8](=[C:9]([C:11]([OH:13])=O)[CH:10]=1)[NH:7][CH:6]=[CH:5]2.CN(C(ON1N=NC2C=CC=CC1=2)=[N+](C)C)C.[B-](F)(F)(F)F.C(N(CC)C(C)C)(C)C.[C:45]([C:49]1[CH:65]=[CH:64][C:52]([CH2:53][NH:54][CH2:55][CH2:56][C:57]2[CH:62]=[CH:61][C:60]([Cl:63])=[CH:59][CH:58]=2)=[CH:51][CH:50]=1)([CH3:48])([CH3:47])[CH3:46]. Product: [C:45]([C:49]1[CH:65]=[CH:64][C:52]([CH2:53][N:54]([CH2:55][CH2:56][C:57]2[CH:62]=[CH:61][C:60]([Cl:63])=[CH:59][CH:58]=2)[C:11]([C:9]2[CH:10]=[C:2]([Cl:1])[CH:3]=[C:4]3[C:8]=2[NH:7][CH:6]=[CH:5]3)=[O:13])=[CH:51][CH:50]=1)([CH3:48])([CH3:46])[CH3:47]. The catalyst class is: 18. (2) Reactant: [CH2:1]([O:5][C:6]1[N:14]=[C:13]2[C:9]([N:10]=[CH:11][NH:12]2)=[C:8]([NH2:15])[N:7]=1)[CH2:2][CH2:3][CH3:4].C([O-])([O-])=O.[K+].[K+].Br[CH2:23][C:24]1[CH:25]=[C:26]([CH:36]=[CH:37][CH:38]=1)[CH2:27][P:28](=[O:35])([O:32][CH2:33][CH3:34])[O:29][CH2:30][CH3:31]. Product: [NH2:15][C:8]1[N:7]=[C:6]([O:5][CH2:1][CH2:2][CH2:3][CH3:4])[N:14]=[C:13]2[C:9]=1[N:10]=[CH:11][N:12]2[CH2:23][C:24]1[CH:25]=[C:26]([CH2:27][P:28](=[O:35])([O:32][CH2:33][CH3:34])[O:29][CH2:30][CH3:31])[CH:36]=[CH:37][CH:38]=1. The catalyst class is: 3. (3) Reactant: [CH3:1][O:2][C:3]([C@@H:5]([NH:13][C:14]([C@@H:16]([NH2:21])[CH2:17][C:18]([OH:20])=[O:19])=[O:15])[CH2:6][C:7]1[CH:8]=[CH:9][CH:10]=[CH:11][CH:12]=1)=[O:4].[C:22]([CH2:26][C:27](O)=O)([CH3:25])([CH3:24])[CH3:23].CC(C)(C)CC=O. Product: [CH3:23][C:22]([CH2:26][CH2:27][NH:21][C@H:16]([C:14]([NH:13][C@H:5]([C:3]([O:2][CH3:1])=[O:4])[CH2:6][C:7]1[CH:12]=[CH:11][CH:10]=[CH:9][CH:8]=1)=[O:15])[CH2:17][C:18]([OH:20])=[O:19])([CH3:25])[CH3:24]. The catalyst class is: 5.